This data is from Full USPTO retrosynthesis dataset with 1.9M reactions from patents (1976-2016). The task is: Predict the reactants needed to synthesize the given product. (1) Given the product [Br:1][C:2]1[C:3]([F:20])=[CH:4][C:5]2[O:11][CH2:10][CH2:9][N:8]3[C:12]([CH:28]([OH:29])[C:27]4[CH:30]=[CH:31][CH:32]=[C:25]([C:24]([F:23])([F:33])[F:34])[CH:26]=4)=[C:13]([C:15]([O:17][CH3:18])=[O:16])[N:14]=[C:7]3[C:6]=2[CH:19]=1, predict the reactants needed to synthesize it. The reactants are: [Br:1][C:2]1[C:3]([F:20])=[CH:4][C:5]2[O:11][CH2:10][CH2:9][N:8]3[CH:12]=[C:13]([C:15]([O:17][CH3:18])=[O:16])[N:14]=[C:7]3[C:6]=2[CH:19]=1.[Li+].[Cl-].[F:23][C:24]([F:34])([F:33])[C:25]1[CH:26]=[C:27]([CH:30]=[CH:31][CH:32]=1)[CH:28]=[O:29]. (2) Given the product [Cl:11][C:9]1[CH:8]=[CH:7][C:6]([C:12]2[C:16]([Cl:17])=[N:15][S:14][N:13]=2)=[C:5]([CH2:4][NH2:1])[CH:10]=1, predict the reactants needed to synthesize it. The reactants are: [N:1]([CH2:4][C:5]1[CH:10]=[C:9]([Cl:11])[CH:8]=[CH:7][C:6]=1[C:12]1[C:16]([Cl:17])=[N:15][S:14][N:13]=1)=[N+]=[N-].O.C1(P(C2C=CC=CC=2)C2C=CC=CC=2)C=CC=CC=1.[OH-].[K+]. (3) Given the product [F:10][C:11]1[CH:16]=[CH:15][C:14]([N+:17]([O-:19])=[O:18])=[CH:13][C:12]=1[C:2]1[CH:9]=[N:8][CH:7]=[CH:6][C:3]=1[C:4]#[N:5], predict the reactants needed to synthesize it. The reactants are: Br[C:2]1[CH:9]=[N:8][CH:7]=[CH:6][C:3]=1[C:4]#[N:5].[F:10][C:11]1[CH:16]=[CH:15][C:14]([N+:17]([O-:19])=[O:18])=[CH:13][C:12]=1B1OC(C)(C)C(C)(C)O1. (4) The reactants are: Br[CH2:2][CH2:3][CH2:4][N:5]1[CH2:9][CH2:8][N:7]([CH2:10][CH2:11][OH:12])[C:6]1=[C:13]([C:16]#[N:17])[C:14]#[N:15].[CH3:18][C@H:19]1[CH2:23][CH2:22][CH2:21][NH:20]1.[OH-].[Na+].C(=O)([O-])[O-].[K+].[K+].[I-].[Na+]. Given the product [OH:12][CH2:11][CH2:10][N:7]1[CH2:8][CH2:9][N:5]([CH2:4][CH2:3][CH2:2][N:20]2[CH2:21][CH2:22][CH2:23][C@@H:19]2[CH3:18])[C:6]1=[C:13]([C:16]#[N:17])[C:14]#[N:15], predict the reactants needed to synthesize it. (5) Given the product [OH:1][C:2]1[N:3]=[C:4]([OH:11])[C:5]2[CH2:12][O:9][C:8](=[O:10])[C:6]=2[N:7]=1, predict the reactants needed to synthesize it. The reactants are: [OH:1][C:2]1[N:7]=[C:6]([C:8]([OH:10])=[O:9])[CH:5]=[C:4]([OH:11])[N:3]=1.[CH2:12]=O.Cl. (6) The reactants are: [N:1]12[CH2:8][CH2:7][CH:4]([CH2:5][CH2:6]1)[CH:3]([O:9][C:10]1[N:15]=[CH:14][C:13]([C:16]3[CH:17]=[CH:18][C:19]([CH3:23])=[C:20]([CH:22]=3)[NH2:21])=[CH:12][N:11]=1)[CH2:2]2.[C:24]([OH:31])(=[O:30])/[CH:25]=[CH:26]/[C:27]([OH:29])=[O:28]. Given the product [C:24]([OH:31])(=[O:30])/[CH:25]=[CH:26]/[C:27]([OH:29])=[O:28].[N:1]12[CH2:6][CH2:5][CH:4]([CH2:7][CH2:8]1)[CH:3]([O:9][C:10]1[N:15]=[CH:14][C:13]([C:16]3[CH:17]=[CH:18][C:19]([CH3:23])=[C:20]([CH:22]=3)[NH2:21])=[CH:12][N:11]=1)[CH2:2]2, predict the reactants needed to synthesize it. (7) Given the product [CH2:1]([N:8]1[C:16]2[C:11](=[CH:12][CH:13]=[C:14]([C:17]3[CH:22]=[CH:21][CH:20]=[C:19]([Cl:23])[CH:18]=3)[CH:15]=2)[C:10]([C:24](=[O:28])[C:25]([O:32][CH2:30][CH3:31])=[O:26])=[CH:9]1)[C:2]1[CH:3]=[CH:4][CH:5]=[CH:6][CH:7]=1, predict the reactants needed to synthesize it. The reactants are: [CH2:1]([N:8]1[C:16]2[C:11](=[CH:12][CH:13]=[C:14]([C:17]3[CH:22]=[CH:21][CH:20]=[C:19]([Cl:23])[CH:18]=3)[CH:15]=2)[CH:10]=[CH:9]1)[C:2]1[CH:7]=[CH:6][CH:5]=[CH:4][CH:3]=1.[C:24](Cl)(=[O:28])[C:25](Cl)=[O:26].[CH2:30]([OH:32])[CH3:31].